From a dataset of Catalyst prediction with 721,799 reactions and 888 catalyst types from USPTO. Predict which catalyst facilitates the given reaction. (1) Reactant: [F:1][C:2]1[N:7]=[CH:6][C:5]([NH2:8])=[CH:4][CH:3]=1.C([Mg]Cl)(C)C.[CH2:14]([O:17][C:18]([C:21]1[CH:25]=[C:24]([NH:26][C:27]2[C:28]3[CH2:44][CH2:43][CH2:42][C:29]=3[N:30]=[C:31]([N:33]3[CH2:37][CH2:36][CH2:35][CH:34]3[C:38](OC)=[O:39])[N:32]=2)[NH:23][N:22]=1)([CH3:20])[CH3:19])[CH:15]=[CH2:16]. Product: [CH2:14]([O:17][C:18]([C:21]1[CH:25]=[C:24]([NH:26][C:27]2[C:28]3[CH2:44][CH2:43][CH2:42][C:29]=3[N:30]=[C:31]([N:33]3[CH2:37][CH2:36][CH2:35][CH:34]3[C:38]([NH:8][C:5]3[CH:6]=[N:7][C:2]([F:1])=[CH:3][CH:4]=3)=[O:39])[N:32]=2)[NH:23][N:22]=1)([CH3:20])[CH3:19])[CH:15]=[CH2:16]. The catalyst class is: 1. (2) Reactant: [CH3:1][C:2]([F:7])([CH3:6])[C:3](=[O:5])[CH3:4].[Br-:8].[Br-:9].[Br-].[NH+]1C=CC=CC=1.[NH+]1C=CC=CC=1.[NH+]1C=CC=CC=1. Product: [Br:8][CH:4]([Br:9])[C:3](=[O:5])[C:2]([F:7])([CH3:6])[CH3:1]. The catalyst class is: 4. (3) Reactant: [C:1]([O:5][C:6](=[O:37])[CH2:7][O:8][C:9]1[C:18]2[CH2:17][CH2:16][CH2:15][C@@H:14]([N:19]([S:21]([C:24]3[CH:29]=[C:28]([C:30]([F:33])([F:32])[F:31])[CH:27]=[C:26]([C:34]([CH3:36])=[CH2:35])[CH:25]=3)(=[O:23])=[O:22])[CH3:20])[C:13]=2[CH:12]=[CH:11][CH:10]=1)([CH3:4])([CH3:3])[CH3:2]. The catalyst class is: 153. Product: [C:1]([O:5][C:6](=[O:37])[CH2:7][O:8][C:9]1[C:18]2[CH2:17][CH2:16][CH2:15][C@@H:14]([N:19]([S:21]([C:24]3[CH:29]=[C:28]([C:30]([F:31])([F:32])[F:33])[CH:27]=[C:26]([CH:34]([CH3:35])[CH3:36])[CH:25]=3)(=[O:23])=[O:22])[CH3:20])[C:13]=2[CH:12]=[CH:11][CH:10]=1)([CH3:4])([CH3:3])[CH3:2].